From a dataset of Forward reaction prediction with 1.9M reactions from USPTO patents (1976-2016). Predict the product of the given reaction. (1) Given the reactants [C:1]([CH2:3][CH2:4][NH:5][C:6]([C:8]1[CH:9]=[C:10]([CH:15]=[CH:16][CH:17]=1)[C:11]([O:13][CH3:14])=[O:12])=O)#[N:2].[N-:18]=[N+:19]=[N-:20].[Na+].O(S(C(F)(F)F)(=O)=O)S(C(F)(F)F)(=O)=O.C([O-])(O)=O.[Na+], predict the reaction product. The product is: [C:1]([CH2:3][CH2:4][N:5]1[C:6]([C:8]2[CH:9]=[C:10]([CH:15]=[CH:16][CH:17]=2)[C:11]([O:13][CH3:14])=[O:12])=[N:20][N:19]=[N:18]1)#[N:2]. (2) Given the reactants [NH:1]1[CH2:6][CH2:5][CH:4]([C:7]2[N:12]=[C:11]([N:13]3[CH2:18][CH2:17][CH2:16][CH2:15][CH2:14]3)[N:10]=[C:9]([OH:19])[CH:8]=2)[CH2:3][CH2:2]1.[NH2:20][C:21]1[N:26]=[CH:25][C:24]([CH:27]=O)=[CH:23][N:22]=1.C(N(CC)CC)C.C(O[BH-](OC(=O)C)OC(=O)C)(=O)C.[Na+], predict the reaction product. The product is: [NH2:20][C:21]1[N:26]=[CH:25][C:24]([CH2:27][N:1]2[CH2:6][CH2:5][CH:4]([C:7]3[N:12]=[C:11]([N:13]4[CH2:14][CH2:15][CH2:16][CH2:17][CH2:18]4)[N:10]=[C:9]([OH:19])[CH:8]=3)[CH2:3][CH2:2]2)=[CH:23][N:22]=1. (3) The product is: [N:30]([CH2:37][CH2:38][OH:39])([CH2:34][CH2:35][OH:36])[CH2:31][CH2:32][OH:33].[N:30]([CH2:37][CH2:38][OH:39])([CH2:34][CH2:35][OH:36])[CH2:31][CH2:32][OH:33].[P:1]([OH:29])([OH:28])([O:3][C:4]1[CH:9]=[CH:8][C:7]([Cl:10])=[CH:6][C:5]=1[C:11](=[O:27])[NH:12][C:13]1[CH:18]=[C:17]([C:19]([F:20])([F:21])[F:22])[CH:16]=[C:15]([C:23]([F:24])([F:25])[F:26])[CH:14]=1)=[O:2]. Given the reactants [P:1]([OH:29])([OH:28])([O:3][C:4]1[CH:9]=[CH:8][C:7]([Cl:10])=[CH:6][C:5]=1[C:11](=[O:27])[NH:12][C:13]1[CH:18]=[C:17]([C:19]([F:22])([F:21])[F:20])[CH:16]=[C:15]([C:23]([F:26])([F:25])[F:24])[CH:14]=1)=[O:2].[N:30]([CH2:37][CH2:38][OH:39])([CH2:34][CH2:35][OH:36])[CH2:31][CH2:32][OH:33], predict the reaction product. (4) Given the reactants [Cl:1][C:2]1[CH:3]=[C:4]([NH:8][CH2:9][C:10]2[C:19]3[C:14](=[C:15]([F:21])[C:16]([F:20])=[CH:17][CH:18]=3)[NH:13][C:12](=[O:22])[CH:11]=2)[CH:5]=[CH:6][CH:7]=1.[CH3:23][C:24]1[CH:25]=[N:26][CH:27]=[C:28]([CH:32]=1)[C:29](O)=[O:30], predict the reaction product. The product is: [Cl:1][C:2]1[CH:3]=[C:4]([N:8]([CH2:9][C:10]2[C:19]3[C:14](=[C:15]([F:21])[C:16]([F:20])=[CH:17][CH:18]=3)[NH:13][C:12](=[O:22])[CH:11]=2)[C:29](=[O:30])[C:28]2[CH:32]=[C:24]([CH3:23])[CH:25]=[N:26][CH:27]=2)[CH:5]=[CH:6][CH:7]=1. (5) Given the reactants [F:1][CH:2]([F:12])[C:3]1[CH:10]=[C:9](F)[CH:8]=[CH:7][C:4]=1[CH:5]=[O:6].[NH:13]1[CH2:18][CH2:17][O:16][CH2:15][CH2:14]1.C([O-])([O-])=O.[K+].[K+], predict the reaction product. The product is: [F:1][CH:2]([F:12])[C:3]1[CH:10]=[C:9]([N:13]2[CH2:18][CH2:17][O:16][CH2:15][CH2:14]2)[CH:8]=[CH:7][C:4]=1[CH:5]=[O:6]. (6) Given the reactants [NH:1]([CH2:3][CH2:4][OH:5])[NH2:2].[CH:6]([CH:8]([CH:14]=O)[C:9]([O:11][CH2:12][CH3:13])=[O:10])=O.C(OC(OCC)CC(OCC)=O)C, predict the reaction product. The product is: [OH:5][CH2:4][CH2:3][N:1]1[CH:14]=[C:8]([C:9]([O:11][CH2:12][CH3:13])=[O:10])[CH:6]=[N:2]1. (7) Given the reactants O.[OH-].[Li+].[CH2:4]([C:8]1[S:9][CH:10]=[C:11]([C:13]([O:15]CC)=[O:14])[N:12]=1)[CH:5]([CH3:7])[CH3:6].Cl, predict the reaction product. The product is: [CH2:4]([C:8]1[S:9][CH:10]=[C:11]([C:13]([OH:15])=[O:14])[N:12]=1)[CH:5]([CH3:7])[CH3:6].